This data is from Reaction yield outcomes from USPTO patents with 853,638 reactions. The task is: Predict the reaction yield, written as a fraction of the theoretical maximum amount of product (1.0 means a 100% yield; for example, 0.34 means a 34% yield). (1) The reactants are [Br:1][C:2]1[CH:10]=[C:9]([F:11])[C:5]([C:6]([OH:8])=[O:7])=[C:4]([F:12])[CH:3]=1.[CH3:13][Si](C=[N+]=[N-])(C)C.CC(O)=O. The catalyst is CO. The product is [Br:1][C:2]1[CH:3]=[C:4]([F:12])[C:5]([C:6]([O:8][CH3:13])=[O:7])=[C:9]([F:11])[CH:10]=1. The yield is 0.470. (2) The reactants are [F:1][C:2]1[CH:17]=[C:16]([CH:18]=O)[CH:15]=[CH:14][C:3]=1[O:4][C:5]1[N:6]=[CH:7][C:8]([C:11]([NH2:13])=[O:12])=[N:9][CH:10]=1.[CH2:20]([NH2:26])[CH2:21][CH2:22][CH2:23][CH2:24][CH3:25].[BH4-].[Na+]. The catalyst is CO. The product is [F:1][C:2]1[CH:17]=[C:16]([CH2:18][NH:26][CH2:20][CH2:21][CH2:22][CH2:23][CH2:24][CH3:25])[CH:15]=[CH:14][C:3]=1[O:4][C:5]1[N:6]=[CH:7][C:8]([C:11]([NH2:13])=[O:12])=[N:9][CH:10]=1. The yield is 0.620. (3) The reactants are FC1C=C2C(C(C3C=C4C(C=NN4C[CH:30]4[CH2:35][CH2:34][N:33]([C:36](=[O:38])[CH3:37])[CH2:32][CH2:31]4)=CC=3)=CN2S(C2C=CC=CC=2)(=O)=O)=CC=1.[F:39][C:40]1[CH:48]=[C:47]2[C:43]([C:44]([C:58]3[CH:66]=[CH:65][C:64]4[C:60](=[CH:61][N:62](CC(N)=O)[N:63]=4)[CH:59]=3)=[CH:45][N:46]2S(C2C=CC=CC=2)(=O)=O)=[CH:42][CH:41]=1. No catalyst specified. The product is [F:39][C:40]1[CH:48]=[C:47]2[C:43]([C:44]([C:58]3[CH:59]=[C:60]4[C:64](=[CH:65][CH:66]=3)[N:63]([CH:30]3[CH2:35][CH2:34][N:33]([C:36](=[O:38])[CH3:37])[CH2:32][CH2:31]3)[N:62]=[CH:61]4)=[CH:45][NH:46]2)=[CH:42][CH:41]=1. The yield is 0.270. (4) The reactants are C(Cl)(=O)C(Cl)=O.CS(C)=O.OC[CH2:13][C@H:14]([C@H:25]1[CH2:29][O:28][C:27]([CH3:31])([CH3:30])[N:26]1[C:32]([O:34][C:35]([CH3:38])([CH3:37])[CH3:36])=[O:33])[C:15]1[CH:20]=[CH:19][C:18]([C:21]([F:24])([F:23])[F:22])=[CH:17][CH:16]=1.C(N([CH2:44][CH3:45])CC)C.C1(P(=C[C:66]([O:68][CH3:69])=[O:67])(C2C=CC=CC=2)C2C=CC=CC=2)C=CC=CC=1. The yield is 0.550. The product is [CH3:69][O:68][C:66](=[O:67])/[CH:44]=[CH:45]/[CH2:13][C@H:14]([C@H:25]1[CH2:29][O:28][C:27]([CH3:31])([CH3:30])[N:26]1[C:32]([O:34][C:35]([CH3:38])([CH3:37])[CH3:36])=[O:33])[C:15]1[CH:20]=[CH:19][C:18]([C:21]([F:22])([F:24])[F:23])=[CH:17][CH:16]=1. The catalyst is C(Cl)Cl.O. (5) The yield is 0.940. The reactants are [Br:1]N1C(=O)CCC1=O.[CH2:9]([C:21]1[CH:25]=[CH:24][S:23][CH:22]=1)[CH2:10][CH2:11][CH2:12][CH2:13][CH2:14][CH2:15][CH2:16][CH2:17][CH2:18][CH2:19][CH3:20].O. The catalyst is CN(C=O)C. The product is [Br:1][C:22]1[S:23][CH:24]=[CH:25][C:21]=1[CH2:9][CH2:10][CH2:11][CH2:12][CH2:13][CH2:14][CH2:15][CH2:16][CH2:17][CH2:18][CH2:19][CH3:20].